Dataset: Full USPTO retrosynthesis dataset with 1.9M reactions from patents (1976-2016). Task: Predict the reactants needed to synthesize the given product. (1) Given the product [CH3:18][O:17][C:12]1[CH:13]=[CH:14][CH:15]=[CH:16][C:11]=1[CH:6]1[C:5]([CH3:20])([CH3:19])[C:4]2[C:8](=[CH:9][CH:10]=[C:2]([B:21]3[O:25][C:24]([CH3:27])([CH3:26])[C:23]([CH3:29])([CH3:28])[O:22]3)[CH:3]=2)[NH:7]1, predict the reactants needed to synthesize it. The reactants are: Br[C:2]1[CH:3]=[C:4]2[C:8](=[CH:9][CH:10]=1)[NH:7][CH:6]([C:11]1[CH:16]=[CH:15][CH:14]=[CH:13][C:12]=1[O:17][CH3:18])[C:5]2([CH3:20])[CH3:19].[B:21]1([B:21]2[O:25][C:24]([CH3:27])([CH3:26])[C:23]([CH3:29])([CH3:28])[O:22]2)[O:25][C:24]([CH3:27])([CH3:26])[C:23]([CH3:29])([CH3:28])[O:22]1.C([O-])(=O)C.[K+]. (2) Given the product [C:2]1([C:23]2[CH:28]=[CH:27][CH:26]=[CH:25][CH:24]=2)[CH:7]=[CH:6][CH:5]=[C:4]([C:8]2[N:9]=[C:10]([NH:13][C:14](=[O:16])[CH3:15])[NH:11][CH:12]=2)[CH:3]=1, predict the reactants needed to synthesize it. The reactants are: Br[C:2]1[CH:3]=[C:4]([C:8]2[N:9]=[C:10]([NH:13][C:14](=[O:16])[CH3:15])[NH:11][CH:12]=2)[CH:5]=[CH:6][CH:7]=1.C(=O)([O-])[O-].[Cs+].[Cs+].[C:23]1(B(O)O)[CH:28]=[CH:27][CH:26]=[CH:25][CH:24]=1. (3) Given the product [O:6]([C:13]1[CH:14]=[C:15]([CH:16]=[CH:17][CH:18]=1)[CH2:19][C:20]1[CH:25]=[C:24]([C:26]2[C:27]([NH2:33])=[N:28][C:29]([NH2:32])=[CH:30][CH:31]=2)[O:22][N:21]=1)[C:7]1[CH:12]=[CH:11][CH:10]=[CH:9][CH:8]=1, predict the reactants needed to synthesize it. The reactants are: O1CCCC1.[O:6]([C:13]1[CH:14]=[C:15]([CH2:19][C:20](Cl)=[N:21][OH:22])[CH:16]=[CH:17][CH:18]=1)[C:7]1[CH:12]=[CH:11][CH:10]=[CH:9][CH:8]=1.[C:24]([C:26]1[C:27]([NH2:33])=[N:28][C:29]([NH2:32])=[CH:30][CH:31]=1)#[CH:25].C(N(CC)CC)C. (4) Given the product [CH3:33][O:32][C:31]1[CH:30]=[C:29]([CH3:34])[NH:28][C:27](=[O:35])[C:26]=1[CH2:25][NH:24][C:23]([C:16]1[C:17]2[C:22](=[CH:21][CH:20]=[CH:19][CH:18]=2)[N:14]([CH:12]([CH:9]2[CH2:8][CH2:7][N:6]([CH2:5][C:4]([OH:38])=[O:3])[CH2:11][CH2:10]2)[CH3:13])[C:15]=1[CH3:37])=[O:36], predict the reactants needed to synthesize it. The reactants are: C([O:3][C:4](=[O:38])[CH2:5][N:6]1[CH2:11][CH2:10][CH:9]([CH:12]([N:14]2[C:22]3[C:17](=[CH:18][CH:19]=[CH:20][CH:21]=3)[C:16]([C:23](=[O:36])[NH:24][CH2:25][C:26]3[C:27](=[O:35])[NH:28][C:29]([CH3:34])=[CH:30][C:31]=3[O:32][CH3:33])=[C:15]2[CH3:37])[CH3:13])[CH2:8][CH2:7]1)C.C1COCC1.CO.O.[OH-].[Li+]. (5) Given the product [CH3:7][C:6]1[C:2]2[N:1]=[C:12]([C:14]3[CH:19]=[CH:18][CH:17]=[CH:16][N:15]=3)[N:13]=[C:8]([OH:10])[C:3]=2[S:4][CH:5]=1, predict the reactants needed to synthesize it. The reactants are: [NH2:1][C:2]1[C:6]([CH3:7])=[CH:5][S:4][C:3]=1[C:8]([O:10]C)=O.[C:12]([C:14]1[CH:19]=[CH:18][CH:17]=[CH:16][N:15]=1)#[N:13].Cl.O1CCOCC1.[OH-].[NH4+]. (6) Given the product [Br:26][C:27]1[CH:41]=[CH:40][C:30]([C:31]2([C:33]3[CH:38]=[CH:37][C:36]([Br:39])=[CH:35][CH:34]=3)[C:19]3[C:20]4=[C:15]([C:14]5[CH:13]=[CH:12][CH:11]=[CH:10][C:9]=5[N:8]4[C:3]4[CH:4]=[CH:5][CH:6]=[CH:7][C:2]2=4)[CH:16]=[CH:17][CH:18]=3)=[CH:29][CH:28]=1, predict the reactants needed to synthesize it. The reactants are: Br[C:2]1[CH:7]=[CH:6][CH:5]=[CH:4][C:3]=1[N:8]1[C:20]2[CH:19]=[CH:18][CH:17]=[CH:16][C:15]=2[C:14]2[C:9]1=[CH:10][CH:11]=[CH:12][CH:13]=2.C([Li])CCC.[Br:26][C:27]1[CH:41]=[CH:40][C:30]([C:31]([C:33]2[CH:38]=[CH:37][C:36]([Br:39])=[CH:35][CH:34]=2)=O)=[CH:29][CH:28]=1. (7) The reactants are: [Cl:1][C:2]1[C:3](I)=[CH:4][C:5]([NH:8][C:9]2[CH:14]=[CH:13][C:12]([N:15]3[CH2:20][CH2:19][O:18][CH2:17][CH2:16]3)=[CH:11][CH:10]=2)=[N:6][CH:7]=1.[NH2:22][C:23]1[CH:32]=[CH:31][CH:30]=[CH:29][C:24]=1[C:25]([NH:27][CH3:28])=[O:26].P([O-])([O-])([O-])=O.[K+].[K+].[K+].C1(P(C2C=CC=CC=2)C2C=CC=CC=2OC2C=CC=CC=2P(C2C=CC=CC=2)C2C=CC=CC=2)C=CC=CC=1. Given the product [Cl:1][C:2]1[C:3]([NH:22][C:23]2[CH:32]=[CH:31][CH:30]=[CH:29][C:24]=2[C:25]([NH:27][CH3:28])=[O:26])=[CH:4][C:5]([NH:8][C:9]2[CH:14]=[CH:13][C:12]([N:15]3[CH2:20][CH2:19][O:18][CH2:17][CH2:16]3)=[CH:11][CH:10]=2)=[N:6][CH:7]=1, predict the reactants needed to synthesize it. (8) Given the product [Cl:1][C:2]1[CH:7]=[CH:6][C:5]([S:8][CH2:16][CH:17]([O:20][CH3:21])[O:18][CH3:19])=[CH:4][CH:3]=1, predict the reactants needed to synthesize it. The reactants are: [Cl:1][C:2]1[CH:7]=[CH:6][C:5]([SH:8])=[CH:4][CH:3]=1.C(=O)([O-])[O-].[K+].[K+].Br[CH2:16][CH:17]([O:20][CH3:21])[O:18][CH3:19]. (9) The reactants are: [OH-].[Na+].[CH2:3]([O:5][C:6]1[CH:18]=[C:17]([B:19]2[O:23]C(C)(C)C(C)(C)[O:20]2)[CH:16]=[CH:15][C:7]=1[O:8][CH2:9][C:10]([O:12]CC)=[O:11])[CH3:4].O.C(OCC)(=O)C. Given the product [C:10]([CH2:9][O:8][C:7]1[CH:15]=[CH:16][C:17]([B:19]([OH:23])[OH:20])=[CH:18][C:6]=1[O:5][CH2:3][CH3:4])([OH:12])=[O:11], predict the reactants needed to synthesize it. (10) Given the product [ClH:48].[CH2:7]1[C:8]2[C:3](=[C:2]([NH:1][S:45]([C:38]3[C:39]4[C:44](=[CH:43][CH:42]=[CH:41][CH:40]=4)[C:35]([CH3:34])=[CH:36][CH:37]=3)(=[O:47])=[O:46])[CH:11]=[CH:10][CH:9]=2)[CH2:4][CH2:5][NH:6]1, predict the reactants needed to synthesize it. The reactants are: [NH2:1][C:2]1[CH:11]=[CH:10][CH:9]=[C:8]2[C:3]=1[CH2:4][CH2:5][N:6](C(OC(C)(C)C)=O)[CH2:7]2.N1C=CC=CC=1.CN(C1C=CC=CN=1)C.[CH3:34][C:35]1[C:44]2[C:39](=[CH:40][CH:41]=[CH:42][CH:43]=2)[C:38]([S:45]([Cl:48])(=[O:47])=[O:46])=[CH:37][CH:36]=1.